Task: Binary Classification. Given a drug SMILES string, predict its activity (active/inactive) in a high-throughput screening assay against a specified biological target.. Dataset: Tyrosyl-DNA phosphodiesterase HTS with 341,365 compounds (1) The result is 0 (inactive). The drug is S1(=O)(=O)N=C(N2CCN(CC2)c2c(F)cccc2)C(=C1c1ccc(C(C)C)cc1)C. (2) The compound is S(=O)(=O)(NC(=O)c1c(n(C2CC2)c(c1)C)C)c1ccc(cc1)C. The result is 0 (inactive). (3) The molecule is Clc1c(nc(SC(C)C)nc1)C(=O)N(C1CS(=O)(=O)CC1)Cc1ccc(F)cc1. The result is 0 (inactive). (4) The molecule is FC1(F)Oc2c(O1)ccc(NC(=O)COC(=O)c1c(=O)[nH]ccc1)c2. The result is 0 (inactive). (5) The drug is S(c1n(c(=O)c2c(n1)cccc2)c1ccc(F)cc1)Cc1nc2sccn2c1. The result is 0 (inactive). (6) The drug is s1c(c2CCCC(=O)c2c1SC)C(O)=O. The result is 0 (inactive). (7) The molecule is O=C(N1CCN(CC1)C(=O)c1occc1)c1c2c(CN(C2=O)c2ccc(OC)cc2)ccc1. The result is 1 (active).